From a dataset of Aqueous solubility values for 9,982 compounds from the AqSolDB database. Regression/Classification. Given a drug SMILES string, predict its absorption, distribution, metabolism, or excretion properties. Task type varies by dataset: regression for continuous measurements (e.g., permeability, clearance, half-life) or binary classification for categorical outcomes (e.g., BBB penetration, CYP inhibition). For this dataset (solubility_aqsoldb), we predict Y. (1) The compound is O=S(Cc1ccccc1)Cc1ccccc1. The Y is -2.86 log mol/L. (2) The drug is Cc1cc2ccccc2cn1. The Y is -2.19 log mol/L. (3) The drug is O=S(=O)(N1CCCC1)N1CCCC1. The Y is -0.440 log mol/L. (4) The molecule is C#CCN(C)[C@H](C)Cc1ccccc1. The Y is -2.51 log mol/L. (5) The molecule is C1=CCC(C2OCC3(CO2)COC(C2CC=CCC2)OC3)CC1. The Y is -5.24 log mol/L. (6) The compound is CCOP(=S)(OCC)Oc1ccc2oc(=O)c(Cl)c(C)c2c1. The Y is -5.38 log mol/L. (7) The compound is COc1cc(OC)nc(NC(=O)NS(=O)(=O)Nc2ccccc2C(=O)C2CC2)n1. The Y is -6.39 log mol/L. (8) The molecule is NS(=O)(=O)c1nnc(NS(=O)(=O)c2cccc([N+](=O)[O-])c2)s1. The Y is -1.46 log mol/L. (9) The drug is O=c1n(Cl)c(=O)n(Cl)c(=O)n1Cl. The Y is -1.29 log mol/L.